This data is from Forward reaction prediction with 1.9M reactions from USPTO patents (1976-2016). The task is: Predict the product of the given reaction. Given the reactants [OH:1][C:2]([CH3:14])([CH3:13])[C:3]([C:5]1[CH:10]=[CH:9][CH:8]=[C:7]([CH2:11][OH:12])[CH:6]=1)=[O:4].O=[N+]([O-])[O-].[O-][N+](=O)[O-].[O-][N+](=O)[O-].[O-][N+](=O)[O-].[O-][N+](=O)[O-].[O-][N+](=O)[O-].[Ce+4].[NH4+].[NH4+].[O:42]=[C:43]([C:47]1[CH:52]=[CH:51][CH:50]=[CH:49][CH:48]=1)[C:44](Cl)=[O:45], predict the reaction product. The product is: [O:42]=[C:43]([C:47]1[CH:52]=[CH:51][CH:50]=[CH:49][CH:48]=1)[C:44]([O:12][CH2:11][C:7]1[CH:8]=[CH:9][CH:10]=[C:5]([C:3](=[O:4])[C:2]([OH:1])([CH3:14])[CH3:13])[CH:6]=1)=[O:45].